This data is from Reaction yield outcomes from USPTO patents with 853,638 reactions. The task is: Predict the reaction yield, written as a fraction of the theoretical maximum amount of product (1.0 means a 100% yield; for example, 0.34 means a 34% yield). (1) The reactants are [Cl:1][C:2]1[CH:3]=[C:4]2[C:8](=[CH:9][CH:10]=1)[NH:7][C:6]([C:11]([N:13]1[CH2:18][CH2:17][CH:16]([C:19]3[C:24]([O:25][CH3:26])=[CH:23][CH:22]=[CH:21][C:20]=3[O:27][CH3:28])[CH2:15][CH2:14]1)=[O:12])=[CH:5]2.[H-].[Na+].Cl[CH2:32][C:33]([N:35]([CH3:37])[CH3:36])=[O:34]. The catalyst is CN(C=O)C. The product is [Cl:1][C:2]1[CH:3]=[C:4]2[C:8](=[CH:9][CH:10]=1)[N:7]([CH2:32][C:33]([N:35]([CH3:37])[CH3:36])=[O:34])[C:6]([C:11]([N:13]1[CH2:14][CH2:15][CH:16]([C:19]3[C:24]([O:25][CH3:26])=[CH:23][CH:22]=[CH:21][C:20]=3[O:27][CH3:28])[CH2:17][CH2:18]1)=[O:12])=[CH:5]2. The yield is 0.720. (2) The reactants are [CH:1]1([C:4]2[N:8]([CH2:9][C:10]3[CH:15]=[CH:14][C:13]([C:16]4[CH:21]=[CH:20][CH:19]=[CH:18][C:17]=4[C:22]4[NH:26][C:25](=[O:27])[O:24][N:23]=4)=[CH:12][CH:11]=3)[C:7]3[C:28]([C:32]([OH:34])=[O:33])=[CH:29][CH:30]=[CH:31][C:6]=3[N:5]=2)[CH2:3][CH2:2]1.O[CH2:36][C:37]1[O:38][C:39](=[O:43])[O:40][C:41]=1[CH3:42].C1(C)C=CC(S(Cl)(=O)=O)=CC=1.C(=O)([O-])[O-].[K+].[K+].Cl. The catalyst is CN(C)C(=O)C.CN(C)C1C=CN=CC=1.CC(C)=O.O. The product is [CH:1]1([C:4]2[N:8]([CH2:9][C:10]3[CH:11]=[CH:12][C:13]([C:16]4[CH:21]=[CH:20][CH:19]=[CH:18][C:17]=4[C:22]4[NH:26][C:25](=[O:27])[O:24][N:23]=4)=[CH:14][CH:15]=3)[C:7]3[C:28]([C:32]([O:34][CH2:36][C:37]4[O:38][C:39](=[O:43])[O:40][C:41]=4[CH3:42])=[O:33])=[CH:29][CH:30]=[CH:31][C:6]=3[N:5]=2)[CH2:2][CH2:3]1. The yield is 0.800. (3) The reactants are [F:1][C:2]1[CH:7]=[CH:6][C:5]([C:8]2[CH:13]=[CH:12][CH:11]=[CH:10][C:9]=2[NH:14][S:15]([C:18]2[CH:23]=[CH:22][C:21]([O:24][CH3:25])=[CH:20][CH:19]=2)(=[O:17])=[O:16])=[C:4]([C@H:26](O)[CH3:27])[CH:3]=1.C1(P(C2C=CC=CC=2)C2C=CC=CC=2)C=CC=CC=1.CCOC(/N=N/C(OCC)=O)=O. The catalyst is O1CCCC1. The product is [F:1][C:2]1[CH:3]=[C:4]2[C:5](=[CH:6][CH:7]=1)[C:8]1[CH:13]=[CH:12][CH:11]=[CH:10][C:9]=1[N:14]([S:15]([C:18]1[CH:23]=[CH:22][C:21]([O:24][CH3:25])=[CH:20][CH:19]=1)(=[O:17])=[O:16])[C@H:26]2[CH3:27]. The yield is 0.790. (4) The reactants are [CH3:1][N:2]([CH3:7])[CH2:3][C:4](O)=[O:5].[NH2:8][CH2:9][C@H:10]([CH3:38])[O:11][C:12]1[CH:21]=[CH:20][CH:19]=[C:18]2[C:13]=1[C:14]([NH:22][C:23]1[CH:28]=[CH:27][C:26]([O:29][CH2:30][C:31]3[CH:36]=[CH:35][CH:34]=[CH:33][N:32]=3)=[C:25]([Cl:37])[CH:24]=1)=[N:15][CH:16]=[N:17]2. No catalyst specified. The product is [Cl:37][C:25]1[CH:24]=[C:23]([NH:22][C:14]2[C:13]3[C:18](=[CH:19][CH:20]=[CH:21][C:12]=3[O:11][C@@H:10]([CH3:38])[CH2:9][NH:8][C:4](=[O:5])[CH2:3][N:2]([CH3:7])[CH3:1])[N:17]=[CH:16][N:15]=2)[CH:28]=[CH:27][C:26]=1[O:29][CH2:30][C:31]1[CH:36]=[CH:35][CH:34]=[CH:33][N:32]=1. The yield is 0.490. (5) The reactants are [OH:1][CH:2]1[CH2:11][C:10]2[C:5](=[CH:6][CH:7]=[CH:8][CH:9]=2)[CH2:4][CH:3]1[N:12]1[CH2:17][CH2:16][CH:15]([C:18]([N:20]([O:22][CH3:23])[CH3:21])=[O:19])[CH2:14][CH2:13]1.N1C=CN=C1.[CH3:29][C:30]([Si:33](Cl)([CH3:35])[CH3:34])([CH3:32])[CH3:31]. The catalyst is C(Cl)Cl. The product is [Si:33]([O:1][CH:2]1[CH2:11][C:10]2[C:5](=[CH:6][CH:7]=[CH:8][CH:9]=2)[CH2:4][CH:3]1[N:12]1[CH2:13][CH2:14][CH:15]([C:18]([N:20]([O:22][CH3:23])[CH3:21])=[O:19])[CH2:16][CH2:17]1)([C:30]([CH3:32])([CH3:31])[CH3:29])([CH3:35])[CH3:34]. The yield is 0.700. (6) The reactants are Cl[C:2]1[CH:11]=[CH:10][C:9]2[C:4](=[CH:5][CH:6]=[CH:7][CH:8]=2)[N:3]=1.[NH:12]1[CH2:17][CH2:16][NH:15][CH2:14][CH2:13]1. The catalyst is CS(C)=O.O.CO.C(Cl)Cl. The product is [N:12]1([C:2]2[CH:11]=[CH:10][C:9]3[C:4](=[CH:5][CH:6]=[CH:7][CH:8]=3)[N:3]=2)[CH2:17][CH2:16][NH:15][CH2:14][CH2:13]1. The yield is 0.550.